Dataset: Forward reaction prediction with 1.9M reactions from USPTO patents (1976-2016). Task: Predict the product of the given reaction. (1) Given the reactants O[CH2:2][CH2:3][CH2:4][C:5]1[C:6]([CH:18]([CH3:20])[CH3:19])=[N:7][N:8]([C:10]2[N:15]=[N:14]C(C#N)=CC=2)[CH:9]=1.[OH:21][C:22]1[C:27]([O:28][CH3:29])=[CH:26][CH:25]=[CH:24][C:23]=1[CH2:30][C:31]([O:33][CH3:34])=[O:32].C(P(CCCC)CCCC)CCC.N(C(N1CCCCC1)=O)=NC(N1CCCCC1)=[O:51].[O:66]1[CH2:70][CH2:69][CH2:68][CH2:67]1, predict the reaction product. The product is: [CH3:29][O:28][C:27]1[CH:26]=[CH:25][CH:24]=[C:23]([CH2:30][C:31]([O:33][CH3:34])=[O:32])[C:22]=1[O:21][CH2:2][CH2:3][CH2:4][C:5]1[C:6]([CH:18]([CH3:19])[CH3:20])=[N:7][N:8]([C:10]2[N:15]=[N:14][C:69]([C:70]([OH:66])=[O:51])=[CH:68][CH:67]=2)[CH:9]=1. (2) Given the reactants [ClH:1].Cl.[C:3]([C:6]1[CH:7]=[C:8](/[CH:12]=[CH:13]/[CH2:14][N:15]([C:21]2[CH:26]=[CH:25][C:24]([O:27][CH:28]3[CH2:33][CH2:32][NH:31][CH2:30][CH2:29]3)=[C:23]([C:34](=[O:36])[NH2:35])[CH:22]=2)[S:16]([CH2:19][CH3:20])(=[O:18])=[O:17])[CH:9]=[CH:10][CH:11]=1)(=[NH:5])[NH2:4].CO[C:39]1[CH2:40][CH2:41][CH2:42][N:43]=1.N1CCCC1=O.Cl, predict the reaction product. The product is: [ClH:1].[ClH:1].[C:3]([C:6]1[CH:7]=[C:8](/[CH:12]=[CH:13]/[CH2:14][N:15]([C:21]2[CH:26]=[CH:25][C:24]([O:27][CH:28]3[CH2:33][CH2:32][N:31]([C:39]4[CH2:40][CH2:41][CH2:42][N:43]=4)[CH2:30][CH2:29]3)=[C:23]([C:34](=[O:36])[NH2:35])[CH:22]=2)[S:16]([CH2:19][CH3:20])(=[O:18])=[O:17])[CH:9]=[CH:10][CH:11]=1)(=[NH:4])[NH2:5]. (3) Given the reactants [I-].[CH3:2][P+](C1C=CC=CC=1)(C1C=CC=CC=1)C1C=CC=CC=1.CC(C)([O-])C.[K+].[Cl:28][C:29]1[C:30]([F:43])=[C:31]([C:37](=O)[C:38]([F:41])([F:40])[F:39])[CH:32]=[C:33]([Cl:36])[C:34]=1[F:35], predict the reaction product. The product is: [Cl:36][C:33]1[CH:32]=[C:31]([C:37]([C:38]([F:41])([F:40])[F:39])=[CH2:2])[C:30]([F:43])=[C:29]([Cl:28])[C:34]=1[F:35]. (4) Given the reactants [OH:1][C:2]1[CH:7]=[CH:6][C:5]([NH:8][CH2:9][C:10]2[CH:11]=[N:12][CH:13]=[CH:14][CH:15]=2)=[CH:4][CH:3]=1.[H-].[Na+].[F:18][C:19]1[CH:20]=[C:21]([CH:24]=[CH:25][C:26]=1F)[C:22]#[N:23], predict the reaction product. The product is: [F:18][C:19]1[CH:20]=[C:21]([C:22]#[N:23])[CH:24]=[CH:25][C:26]=1[O:1][C:2]1[CH:3]=[CH:4][C:5]([NH:8][CH2:9][C:10]2[CH:11]=[N:12][CH:13]=[CH:14][CH:15]=2)=[CH:6][CH:7]=1. (5) The product is: [CH3:12][O:13][C:14]1[N:19]2[N:20]=[C:21]([C:23]([F:26])([F:24])[F:25])[CH:22]=[C:18]2[C:17]([C:2]2[CH:3]=[C:4]3[C:9](=[CH:10][CH:11]=2)[CH:8]=[N:7][CH:6]=[CH:5]3)=[CH:16][CH:15]=1. Given the reactants Br[C:2]1[CH:3]=[C:4]2[C:9](=[CH:10][CH:11]=1)[CH:8]=[N:7][CH:6]=[CH:5]2.[CH3:12][O:13][C:14]1[N:19]2[N:20]=[C:21]([C:23]([F:26])([F:25])[F:24])[CH:22]=[C:18]2[C:17](B2OC(C)(C)C(C)(C)O2)=[CH:16][CH:15]=1.C(=O)([O-])[O-].[Na+].[Na+].O, predict the reaction product.